From a dataset of Forward reaction prediction with 1.9M reactions from USPTO patents (1976-2016). Predict the product of the given reaction. (1) Given the reactants [NH:1]1[CH2:6][CH2:5][O:4][CH2:3][CH2:2]1.[C:7]([N:15]=[C:16]=[S:17])(=[O:14])[C:8]1[CH:13]=[CH:12][CH:11]=[CH:10][CH:9]=1, predict the reaction product. The product is: [N:1]1([C:16]([NH:15][C:7](=[O:14])[C:8]2[CH:9]=[CH:10][CH:11]=[CH:12][CH:13]=2)=[S:17])[CH2:6][CH2:5][O:4][CH2:3][CH2:2]1. (2) Given the reactants C([BH3-])#N.[Na+].[CH2:5]([O:8][C:9]([C:11]1[N:12]([NH2:16])[CH:13]=[CH:14][CH:15]=1)=[O:10])[CH:6]=[CH2:7].[Cl:17][C:18]1[CH:19]=[C:20]([CH:23]=[CH:24][C:25]=1[F:26])[CH:21]=O.C(O)(=O)C, predict the reaction product. The product is: [CH2:5]([O:8][C:9]([C:11]1[N:12]([NH:16][CH2:21][C:20]2[CH:23]=[CH:24][C:25]([F:26])=[C:18]([Cl:17])[CH:19]=2)[CH:13]=[CH:14][CH:15]=1)=[O:10])[CH:6]=[CH2:7]. (3) Given the reactants [Cl:1][C:2]1[CH:3]=[C:4]([NH:10][C:11]([CH:13]2[CH2:16][CH2:15][CH:14]2[C:17]([OH:19])=O)=[O:12])[CH:5]=[CH:6][C:7]=1[C:8]#[N:9].[CH2:20]([N:22]1[C:34]2[CH:33]=[CH:32][C:31]([NH2:35])=[CH:30][C:29]=2[C:28]2[C:23]1=[CH:24][CH:25]=[CH:26][CH:27]=2)[CH3:21].CN(C(ON1N=NC2C=CC=NC1=2)=[N+](C)C)C.F[P-](F)(F)(F)(F)F, predict the reaction product. The product is: [Cl:1][C:2]1[CH:3]=[C:4]([NH:10][C:11]([CH:13]2[CH2:16][CH2:15][CH:14]2[C:17]([NH:35][C:31]2[CH:32]=[CH:33][C:34]3[N:22]([CH2:20][CH3:21])[C:23]4[C:28]([C:29]=3[CH:30]=2)=[CH:27][CH:26]=[CH:25][CH:24]=4)=[O:19])=[O:12])[CH:5]=[CH:6][C:7]=1[C:8]#[N:9]. (4) Given the reactants [CH3:1][O:2][C:3](=[O:32])[CH2:4][C@H:5]1[C:9]2[CH:10]=[CH:11][C:12]([O:14][C@H:15]3[C:23]4[C:18](=[C:19]([C:25]5[C:26](Br)=[N:27][CH:28]=[CH:29][CH:30]=5)[CH:20]=[CH:21][C:22]=4[F:24])[CH2:17][CH2:16]3)=[CH:13][C:8]=2[O:7][CH2:6]1.[O:33]1[CH:37]=[CH:36][C:35](B(O)O)=[CH:34]1, predict the reaction product. The product is: [CH3:1][O:2][C:3](=[O:32])[CH2:4][C@H:5]1[C:9]2[CH:10]=[CH:11][C:12]([O:14][C@H:15]3[C:23]4[C:18](=[C:19]([C:25]5[C:26]([C:35]6[CH:36]=[CH:37][O:33][CH:34]=6)=[N:27][CH:28]=[CH:29][CH:30]=5)[CH:20]=[CH:21][C:22]=4[F:24])[CH2:17][CH2:16]3)=[CH:13][C:8]=2[O:7][CH2:6]1. (5) Given the reactants [C:1]([O:5][C:6]([NH:8][C:9]([C:17]([O:19][CH2:20][CH3:21])=[O:18])([CH2:13][CH2:14][CH:15]=[CH2:16])[C:10](O)=[O:11])=[O:7])([CH3:4])([CH3:3])[CH3:2].C(N(CC)CC)C.ClC(OCC)=O.[BH4-].[Na+], predict the reaction product. The product is: [C:1]([O:5][C:6]([NH:8][C:9]([CH2:10][OH:11])([CH2:13][CH2:14][CH:15]=[CH2:16])[C:17]([O:19][CH2:20][CH3:21])=[O:18])=[O:7])([CH3:2])([CH3:4])[CH3:3]. (6) Given the reactants [CH3:1][S:2][C:3]1[CH:56]=[CH:55][CH:54]=[CH:53][C:4]=1[CH2:5][N:6]1[C:11]([CH3:12])=[CH:10][C:9]([O:13][CH2:14][C:15]2[CH:50]=[CH:49][CH:48]=[CH:47][C:16]=2[CH2:17][NH:18][C:19]([NH:21][C:22]2[N:26]([C:27]3[CH:32]=[CH:31][CH:30]=[C:29]([O:33][CH2:34][CH2:35][O:36]C4CCCCO4)[CH:28]=3)[N:25]=[C:24]([C:43]([CH3:46])([CH3:45])[CH3:44])[CH:23]=2)=[O:20])=[C:8]([Cl:51])[C:7]1=[O:52].O.C1(C)C=CC(S(O)(=O)=O)=CC=1, predict the reaction product. The product is: [CH3:1][S:2][C:3]1[CH:56]=[CH:55][CH:54]=[CH:53][C:4]=1[CH2:5][N:6]1[C:11]([CH3:12])=[CH:10][C:9]([O:13][CH2:14][C:15]2[CH:50]=[CH:49][CH:48]=[CH:47][C:16]=2[CH2:17][NH:18][C:19]([NH:21][C:22]2[N:26]([C:27]3[CH:32]=[CH:31][CH:30]=[C:29]([O:33][CH2:34][CH2:35][OH:36])[CH:28]=3)[N:25]=[C:24]([C:43]([CH3:46])([CH3:45])[CH3:44])[CH:23]=2)=[O:20])=[C:8]([Cl:51])[C:7]1=[O:52].